Dataset: Reaction yield outcomes from USPTO patents with 853,638 reactions. Task: Predict the reaction yield, written as a fraction of the theoretical maximum amount of product (1.0 means a 100% yield; for example, 0.34 means a 34% yield). (1) The reactants are [Cl-].[CH3:2][O:3][CH2:4][P+](C1C=CC=CC=1)(C1C=CC=CC=1)C1C=CC=CC=1.CC(C)([O-])C.[K+].[Br:30][C:31]1[CH:32]=[C:33]2[C:37](=[CH:38][CH:39]=1)[C:36](=O)[CH2:35][CH2:34]2. The catalyst is C1COCC1. The product is [Br:30][C:31]1[CH:32]=[C:33]2[C:37](=[CH:38][CH:39]=1)/[C:36](=[CH:2]/[O:3][CH3:4])/[CH2:35][CH2:34]2. The yield is 0.930. (2) The reactants are [C:1]1(=[O:6])[CH2:5][CH2:4][CH2:3][CH2:2]1.Cl[CH2:8][CH2:9][CH2:10][CH:11]1[CH2:16][CH:15]2[CH2:17][CH:12]1[CH:13]=[CH:14]2. No catalyst specified. The product is [CH:12]12[CH2:17][CH:15]([CH:14]=[CH:13]1)[CH2:16][CH:11]2[CH2:10][CH2:9][CH2:8][C:1]1([OH:6])[CH2:5][CH2:4][CH2:3][CH2:2]1. The yield is 0.860. (3) The reactants are [Br:1][C:2]1[CH:3]=[C:4]2[C:9](=[CH:10][CH:11]=1)[C:8](=[O:12])[N:7]([CH2:13][C:14]1[CH:19]=[CH:18][C:17]([S:20]([CH2:23][CH2:24][CH2:25][O:26]C3CCCCO3)(=[O:22])=[O:21])=[CH:16][CH:15]=1)[C:6]([C:33](=[O:36])[CH2:34][CH3:35])=[C:5]2[C:37]1[CH:42]=[CH:41][CH:40]=[CH:39][CH:38]=1.O.C1(C)C=CC(S(O)(=O)=O)=CC=1. The catalyst is CO. The product is [Br:1][C:2]1[CH:3]=[C:4]2[C:9](=[CH:10][CH:11]=1)[C:8](=[O:12])[N:7]([CH2:13][C:14]1[CH:15]=[CH:16][C:17]([S:20]([CH2:23][CH2:24][CH2:25][OH:26])(=[O:21])=[O:22])=[CH:18][CH:19]=1)[C:6]([C:33](=[O:36])[CH2:34][CH3:35])=[C:5]2[C:37]1[CH:38]=[CH:39][CH:40]=[CH:41][CH:42]=1. The yield is 0.980.